This data is from Full USPTO retrosynthesis dataset with 1.9M reactions from patents (1976-2016). The task is: Predict the reactants needed to synthesize the given product. (1) Given the product [O:1]1[C:5]2[CH:6]=[CH:7][C:8]([C:10]3[CH:11]=[C:12]([CH:28]=[CH:29][CH:30]=3)[CH2:13][S:14]([NH:17][C:18]3[CH:26]=[CH:25][C:21]([C:22]([O:24][CH3:31])=[O:23])=[C:20]([OH:27])[CH:19]=3)(=[O:15])=[O:16])=[CH:9][C:4]=2[CH2:3][CH2:2]1, predict the reactants needed to synthesize it. The reactants are: [O:1]1[C:5]2[CH:6]=[CH:7][C:8]([C:10]3[CH:11]=[C:12]([CH:28]=[CH:29][CH:30]=3)[CH2:13][S:14]([NH:17][C:18]3[CH:26]=[CH:25][C:21]([C:22]([OH:24])=[O:23])=[C:20]([OH:27])[CH:19]=3)(=[O:16])=[O:15])=[CH:9][C:4]=2[CH2:3][CH2:2]1.[C:31](N1C=CN=C1)(N1C=CN=C1)=O.CO.N1C=CC=CC=1. (2) Given the product [F:35][C:34]([F:36])([F:37])[CH2:33][NH:32][C:30](=[O:31])[NH:29][C:25]1[CH:24]=[C:23]([C:11]2[N:8]3[CH:9]=[CH:10][C:5]([C:3]([OH:2])=[O:4])=[CH:6][C:7]3=[N:13][CH:12]=2)[CH:28]=[CH:27][CH:26]=1, predict the reactants needed to synthesize it. The reactants are: C[O:2][C:3]([C:5]1[CH:10]=[CH:9][N:8]2[C:11](I)=[CH:12][N:13]=[C:7]2[CH:6]=1)=[O:4].CC1(C)C(C)(C)OB([C:23]2[CH:24]=[C:25]([NH:29][C:30]([NH:32][CH2:33][C:34]([F:37])([F:36])[F:35])=[O:31])[CH:26]=[CH:27][CH:28]=2)O1.C([O-])([O-])=O.[Na+].[Na+]. (3) Given the product [Cl:28][CH:29]([CH3:33])[C:30]([NH:18][C:5]1[C:6]([C:8]2[NH:9][C:10]3[C:15]([CH:16]=2)=[C:14]([F:17])[CH:13]=[CH:12][CH:11]=3)=[N:7][C:2]([Cl:1])=[CH:3][CH:4]=1)=[O:31], predict the reactants needed to synthesize it. The reactants are: [Cl:1][C:2]1[N:7]=[C:6]([C:8]2[NH:9][C:10]3[C:15]([CH:16]=2)=[C:14]([F:17])[CH:13]=[CH:12][CH:11]=3)[C:5]([NH2:18])=[CH:4][CH:3]=1.CCN(C(C)C)C(C)C.[Cl:28][CH:29]([CH3:33])[C:30](Cl)=[O:31]. (4) Given the product [CH3:1][C:2]1([CH3:24])[O:6][C@@H:5]([CH2:7][C:8]2([SH:11])[CH2:9][CH2:10]2)[CH2:4][O:3]1, predict the reactants needed to synthesize it. The reactants are: [CH3:1][C:2]1([CH3:24])[O:6][C@@H:5]([CH2:7][C:8]2([S:11][S:11][C:8]3([CH2:7][C@H:5]4[CH2:4][O:3][C:2]([CH3:24])([CH3:1])[O:6]4)[CH2:10][CH2:9]3)[CH2:10][CH2:9]2)[CH2:4][O:3]1.C1(P(C2C=CC=CC=2)C2C=CC=CC=2)C=CC=CC=1. (5) Given the product [CH:43]1([O:42][C:36]2[CH:35]=[C:34]([CH:32]3[CH2:33][N:29]([C:25]4[CH:24]=[C:23]([NH:22][C:51](=[O:52])[C:50]5[CH:49]=[CH:53][CH:9]=[C:7]([N:4]([CH3:5])[CH3:1])[CH:8]=5)[CH:28]=[CH:27][CH:26]=4)[C:30](=[O:48])[CH2:31]3)[CH:39]=[CH:38][C:37]=2[O:40][CH3:41])[CH2:47][CH2:46][CH2:45][CH2:44]1, predict the reactants needed to synthesize it. The reactants are: [CH:1]([N:4]([CH:7]([CH3:9])[CH3:8])[CH2:5]C)(C)C.Cl.CN(C)CCCN=C=NCC.[NH2:22][C:23]1[CH:24]=[C:25]([N:29]2[CH2:33][CH:32]([C:34]3[CH:39]=[CH:38][C:37]([O:40][CH3:41])=[C:36]([O:42][CH:43]4[CH2:47][CH2:46][CH2:45][CH2:44]4)[CH:35]=3)[CH2:31][C:30]2=[O:48])[CH:26]=[CH:27][CH:28]=1.[CH2:49]1[CH2:53][O:52][CH2:51][CH2:50]1. (6) Given the product [Br:1][C:2]1[CH:3]=[CH:4][C:5]([C:8]2[O:12][N:11]=[CH:10][C:9]=2[C:13]([N:16]2[CH2:20][CH2:19][CH2:18][CH2:17]2)=[O:15])=[CH:6][CH:7]=1, predict the reactants needed to synthesize it. The reactants are: [Br:1][C:2]1[CH:7]=[CH:6][C:5]([C:8]2[O:12][N:11]=[CH:10][C:9]=2[C:13]([OH:15])=O)=[CH:4][CH:3]=1.[NH:16]1[CH2:20][CH2:19][CH2:18][CH2:17]1. (7) Given the product [C:37]([CH:33]([CH:29]([C:30]([OH:32])=[O:31])[OH:11])[OH:36])([OH:39])=[O:40].[CH:1]1([CH2:5][CH2:6][C:7]2[O:11][N:10]=[C:9]([C:12]3[CH:17]=[CH:16][C:15]([C@@H:18]([NH:20][C:30]([C@@H:29]4[C@@H:33]([OH:36])[CH2:34][CH2:35][NH:28]4)=[O:31])[CH3:19])=[CH:14][CH:13]=3)[N:8]=2)[CH2:4][CH2:3][CH2:2]1.[CH:1]1([CH2:5][CH2:6][C:7]2[O:11][N:10]=[C:9]([C:12]3[CH:17]=[CH:16][C:15]([C@@H:18]([NH:20][C:30]([C@@H:29]4[C@@H:33]([OH:36])[CH2:34][CH2:35][NH:28]4)=[O:31])[CH3:19])=[CH:14][CH:13]=3)[N:8]=2)[CH2:4][CH2:3][CH2:2]1, predict the reactants needed to synthesize it. The reactants are: [CH:1]1([CH2:5][CH2:6][C:7]2[O:11][N:10]=[C:9]([C:12]3[CH:17]=[CH:16][C:15]([C@@H:18]([NH2:20])[CH3:19])=[CH:14][CH:13]=3)[N:8]=2)[CH2:4][CH2:3][CH2:2]1.C(OC([N:28]1[CH2:35][CH2:34][C@H:33]([OH:36])[C@H:29]1[C:30]([OH:32])=[O:31])=O)(C)(C)C.[C:37](=[O:40])([O-:39])N.Cl.